Dataset: Full USPTO retrosynthesis dataset with 1.9M reactions from patents (1976-2016). Task: Predict the reactants needed to synthesize the given product. (1) Given the product [OH:2][C:3]1[CH:4]=[CH:5][C:6]2[O:10][C:9]([C:11]([O:13][CH2:14][CH3:15])=[O:12])=[CH:8][C:7]=2[CH:16]=1, predict the reactants needed to synthesize it. The reactants are: C[O:2][C:3]1[CH:4]=[CH:5][C:6]2[O:10][C:9]([C:11]([O:13][CH2:14][CH3:15])=[O:12])=[CH:8][C:7]=2[CH:16]=1. (2) Given the product [CH3:9][C:6]1[CH:7]=[CH:8][C:3]([CH2:2][S:10][CH2:11][CH2:12][OH:13])=[CH:4][CH:5]=1, predict the reactants needed to synthesize it. The reactants are: Br[CH2:2][C:3]1[CH:8]=[CH:7][C:6]([CH3:9])=[CH:5][CH:4]=1.[SH:10][CH2:11][CH2:12][OH:13].C([O-])([O-])=O.[K+].[K+].C(Cl)Cl. (3) Given the product [NH2:18][C:5]1[C:6]2[C:11](=[CH:10][CH:9]=[CH:8][CH:7]=2)[C:2]([Cl:1])=[N:3][N:4]=1, predict the reactants needed to synthesize it. The reactants are: [Cl:1][C:2]1[C:11]2[C:6](=[CH:7][CH:8]=[CH:9][CH:10]=2)[C:5](Cl)=[N:4][N:3]=1.[F-].[K+].CC([N:18](C)C)=O. (4) Given the product [Br:1][C:2]1[CH:10]=[CH:9][CH:8]=[C:7]2[C:3]=1[CH:4]=[CH:5][N:6]2[C:11]1[CH:16]=[CH:15][N:14]=[C:13]([S:17]([CH3:18])=[O:27])[N:12]=1, predict the reactants needed to synthesize it. The reactants are: [Br:1][C:2]1[CH:10]=[CH:9][CH:8]=[C:7]2[C:3]=1[CH:4]=[CH:5][N:6]2[C:11]1[CH:16]=[CH:15][N:14]=[C:13]([S:17][CH3:18])[N:12]=1.C1C=C(Cl)C=C(C(OO)=[O:27])C=1.CCOC(C)=O.CCCCCC. (5) Given the product [C:8]([C:10]1[C:18]2[C:13](=[CH:14][CH:15]=[C:16]([CH2:19][CH2:20][NH:21][C:22](=[O:36])[C:23]3[CH:28]=[CH:27][C:26]([C:29]4[CH:34]=[CH:33][N:32]=[C:31]([N:5]5[CH2:6][CH2:7][N:2]([CH3:1])[CH2:3][CH2:4]5)[N:30]=4)=[CH:25][CH:24]=3)[CH:17]=2)[NH:12][CH:11]=1)#[N:9], predict the reactants needed to synthesize it. The reactants are: [CH3:1][N:2]1[CH2:7][CH2:6][NH:5][CH2:4][CH2:3]1.[C:8]([C:10]1[C:18]2[C:13](=[CH:14][CH:15]=[C:16]([CH2:19][CH2:20][NH:21][C:22](=[O:36])[C:23]3[CH:28]=[CH:27][C:26]([C:29]4[CH:34]=[CH:33][N:32]=[C:31](Cl)[N:30]=4)=[CH:25][CH:24]=3)[CH:17]=2)[NH:12][CH:11]=1)#[N:9]. (6) Given the product [C:18]([C:13]1[CH:14]=[C:15]2[C:10](=[C:11]([F:22])[CH:12]=1)[C:9](=[O:23])[N:8]([C:4]1[CH:5]=[CH:6][CH:7]=[C:2]([B:25]3[O:29][C:28]([CH3:31])([CH3:30])[C:27]([CH3:33])([CH3:32])[O:26]3)[C:3]=1[CH3:24])[N:17]=[CH:16]2)([CH3:21])([CH3:20])[CH3:19], predict the reactants needed to synthesize it. The reactants are: Br[C:2]1[C:3]([CH3:24])=[C:4]([N:8]2[N:17]=[CH:16][C:15]3[C:10](=[C:11]([F:22])[CH:12]=[C:13]([C:18]([CH3:21])([CH3:20])[CH3:19])[CH:14]=3)[C:9]2=[O:23])[CH:5]=[CH:6][CH:7]=1.[B:25]1([B:25]2[O:29][C:28]([CH3:31])([CH3:30])[C:27]([CH3:33])([CH3:32])[O:26]2)[O:29][C:28]([CH3:31])([CH3:30])[C:27]([CH3:33])([CH3:32])[O:26]1.CC(C1C=C(C(C)C)C(C2C=CC=CC=2P(C2CCCCC2)C2CCCCC2)=C(C(C)C)C=1)C.CC([O-])=O.[K+]. (7) Given the product [S:4]1[C:8]([CH2:9][C:10]2[CH:11]=[C:12]([C@H:22]3[C@H:27]([OH:28])[C@@H:26]([OH:36])[C@H:25]([OH:44])[C@@H:24]([CH2:52][OH:53])[O:23]3)[C:13]3[C:18]([C:19]=2[O:20][CH3:21])=[CH:17][CH:16]=[CH:15][CH:14]=3)=[CH:7][C:6]2[CH:61]=[CH:62][CH:63]=[CH:64][C:5]1=2, predict the reactants needed to synthesize it. The reactants are: CSC.[S:4]1[C:8]([CH2:9][C:10]2[CH:11]=[C:12]([CH:22]3[C@@H:27]([O:28]CC4C=CC=CC=4)[C@@H:26]([O:36]CC4C=CC=CC=4)[C@@H:25]([O:44]CC4C=CC=CC=4)[C@@H:24]([CH2:52][O:53]CC4C=CC=CC=4)[O:23]3)[C:13]3[C:18]([C:19]=2[O:20][CH3:21])=[CH:17][CH:16]=[CH:15][CH:14]=3)=[CH:7][C:6]2[CH:61]=[CH:62][CH:63]=[CH:64][C:5]1=2.O. (8) Given the product [CH3:22][S:23]([O:21][CH2:20][C@@H:9]([NH:8][C:6]([O:5][C:1]([CH3:3])([CH3:4])[CH3:2])=[O:7])[CH2:10][CH2:11][NH:12][C:13]([O:14][C:15]([CH3:18])([CH3:17])[CH3:16])=[O:19])(=[O:25])=[O:24], predict the reactants needed to synthesize it. The reactants are: [C:1]([O:5][C:6]([NH:8][C@H:9]([CH2:20][OH:21])[CH2:10][CH2:11][NH:12][C:13](=[O:19])[O:14][C:15]([CH3:18])([CH3:17])[CH3:16])=[O:7])([CH3:4])([CH3:3])[CH3:2].[CH3:22][S:23](Cl)(=[O:25])=[O:24].C(N(CC)CC)C.